The task is: Predict the product of the given reaction.. This data is from Forward reaction prediction with 1.9M reactions from USPTO patents (1976-2016). Given the reactants [H-].[Na+].[CH2:3]([SH:5])[CH3:4].CN(C=O)C.Cl[C:12]1[C:13]([C:22]([NH:24][C:25]2[CH:30]=[CH:29][C:28]([C:31]([F:34])([F:33])[F:32])=[CH:27][N:26]=2)=[O:23])=[N:14][CH:15]=[C:16]([C:18]([F:21])([F:20])[F:19])[CH:17]=1, predict the reaction product. The product is: [CH2:3]([S:5][C:12]1[C:13]([C:22]([NH:24][C:25]2[CH:30]=[CH:29][C:28]([C:31]([F:32])([F:33])[F:34])=[CH:27][N:26]=2)=[O:23])=[N:14][CH:15]=[C:16]([C:18]([F:19])([F:20])[F:21])[CH:17]=1)[CH3:4].